From a dataset of Catalyst prediction with 721,799 reactions and 888 catalyst types from USPTO. Predict which catalyst facilitates the given reaction. (1) Reactant: O=C1C2C(=CC=CC=2)C(=O)[N:3]1[O:12][CH:13]1[CH2:17][N:16]([C:18]([O:20][C:21]([CH3:24])([CH3:23])[CH3:22])=[O:19])[N:15]([C:25]([O:27][C:28]([CH3:31])([CH3:30])[CH3:29])=[O:26])[CH2:14]1.C(Cl)Cl.O.NN. Product: [NH2:3][O:12][CH:13]1[CH2:14][N:15]([C:25]([O:27][C:28]([CH3:29])([CH3:30])[CH3:31])=[O:26])[N:16]([C:18]([O:20][C:21]([CH3:24])([CH3:23])[CH3:22])=[O:19])[CH2:17]1. The catalyst class is: 8. (2) Reactant: C1(P(C2CCCCC2)C2C=CC=CC=2C2C(C(C)C)=CC(C(C)C)=CC=2C(C)C)CCCCC1.[O:35]1[CH2:40][CH2:39][N:38]([C:41]2[C:46]([NH2:47])=[CH:45][C:44]([N:48]3[CH2:53][CH2:52][O:51][CH2:50][CH2:49]3)=[CH:43][N:42]=2)[CH2:37][CH2:36]1.Cl[C:55]1[C:64]2[C:59](=[CH:60][C:61]([F:66])=[CH:62][C:63]=2[F:65])[N:58]=[C:57]([C:67]2[CH:68]=[N:69][C:70]([N:73]3[CH2:78][CH2:77][N:76]([CH3:79])[CH2:75][CH2:74]3)=[CH:71][CH:72]=2)[C:56]=1[CH3:80].CC(C)([O-])C.[Na+]. Product: [O:35]1[CH2:40][CH2:39][N:38]([C:41]2[C:46]([NH:47][C:55]3[C:64]4[C:59](=[CH:60][C:61]([F:66])=[CH:62][C:63]=4[F:65])[N:58]=[C:57]([C:67]4[CH:68]=[N:69][C:70]([N:73]5[CH2:74][CH2:75][N:76]([CH3:79])[CH2:77][CH2:78]5)=[CH:71][CH:72]=4)[C:56]=3[CH3:80])=[CH:45][C:44]([N:48]3[CH2:49][CH2:50][O:51][CH2:52][CH2:53]3)=[CH:43][N:42]=2)[CH2:37][CH2:36]1. The catalyst class is: 101. (3) Reactant: [C:1]([N:5]([C:18]([C:20]1[CH:21]=[CH:22][C:23]([CH:29]=O)=[C:24]([B:26]([OH:28])O)[CH:25]=1)=[O:19])[NH:6][C:7](=[O:17])[C:8]1[CH:13]=[CH:12][CH:11]=[C:10]([O:14][CH3:15])[C:9]=1[CH3:16])([CH3:4])([CH3:3])[CH3:2].[C:31]1([NH:37][NH2:38])[CH:36]=[CH:35][CH:34]=[CH:33][CH:32]=1. Product: [C:1]([N:5]([C:18]([C:20]1[CH:21]=[CH:22][C:23]2[CH:29]=[N:38][N:37]([C:31]3[CH:36]=[CH:35][CH:34]=[CH:33][CH:32]=3)[B:26]([OH:28])[C:24]=2[CH:25]=1)=[O:19])[NH:6][C:7](=[O:17])[C:8]1[CH:13]=[CH:12][CH:11]=[C:10]([O:14][CH3:15])[C:9]=1[CH3:16])([CH3:3])([CH3:4])[CH3:2]. The catalyst class is: 14. (4) Reactant: C([O:8][C:9]1[N:14]=[C:13]([NH:15][CH2:16][C:17]2([CH3:23])[CH2:22][CH2:21][O:20][CH2:19][CH2:18]2)[C:12]([F:24])=[CH:11][CH:10]=1)C1C=CC=CC=1. Product: [F:24][C:12]1[CH:11]=[CH:10][C:9]([OH:8])=[N:14][C:13]=1[NH:15][CH2:16][C:17]1([CH3:23])[CH2:22][CH2:21][O:20][CH2:19][CH2:18]1. The catalyst class is: 50. (5) Reactant: [F:1][C:2]1[CH:3]=[C:4]([CH:20]=[C:21]([F:23])[CH:22]=1)[O:5][C:6]1[C:11]2[CH2:12][C:13]([CH3:16])([CH3:15])[O:14][C:10]=2[CH:9]=[C:8]([C:17]([OH:19])=O)[CH:7]=1.CCN=C=NCCCN(C)C.C1C=CC2N(O)N=NC=2C=1.CN1CCOCC1.[CH3:52][N:53]1[CH:57]=[CH:56][C:55]([NH2:58])=[N:54]1. Product: [CH3:52][N:53]1[CH:57]=[CH:56][C:55]([NH:58][C:17]([C:8]2[CH:7]=[C:6]([O:5][C:4]3[CH:20]=[C:21]([F:23])[CH:22]=[C:2]([F:1])[CH:3]=3)[C:11]3[CH2:12][C:13]([CH3:15])([CH3:16])[O:14][C:10]=3[CH:9]=2)=[O:19])=[N:54]1. The catalyst class is: 2. (6) Reactant: O=[C:2]([CH2:7][C:8]([O:10][CH3:11])=[O:9])[C:3](OC)=[O:4].[NH:12]1[CH:16]=[CH:15][C:14]([NH2:17])=[N:13]1. Product: [OH:4][C:3]1[N:13]2[N:12]=[CH:16][CH:15]=[C:14]2[N:17]=[C:7]([C:8]([O:10][CH3:11])=[O:9])[CH:2]=1. The catalyst class is: 5.